From a dataset of Forward reaction prediction with 1.9M reactions from USPTO patents (1976-2016). Predict the product of the given reaction. Given the reactants [Cl:1][C:2]1[CH:3]=[C:4]([CH:18]=[CH:19][C:20]=1[O:21][C:22]1[CH:27]=[CH:26][CH:25]=[CH:24][C:23]=1[C:28]#[N:29])[C:5]([NH:7][CH:8]1[CH2:13][C:12]([CH3:15])([CH3:14])[NH:11][C:10]([CH3:17])([CH3:16])[CH2:9]1)=[O:6].I[CH2:31][CH2:32][CH2:33][OH:34].C(=O)([O-])[O-].[K+].[K+], predict the reaction product. The product is: [Cl:1][C:2]1[CH:3]=[C:4]([CH:18]=[CH:19][C:20]=1[O:21][C:22]1[CH:27]=[CH:26][CH:25]=[CH:24][C:23]=1[C:28]#[N:29])[C:5]([NH:7][CH:8]1[CH2:13][C:12]([CH3:15])([CH3:14])[N:11]([CH2:31][CH2:32][CH2:33][OH:34])[C:10]([CH3:16])([CH3:17])[CH2:9]1)=[O:6].